The task is: Predict the reactants needed to synthesize the given product.. This data is from Full USPTO retrosynthesis dataset with 1.9M reactions from patents (1976-2016). Given the product [CH:28]1([C@H:26]([NH:25][C:11]2[N:10]=[C:9]([C:32]#[N:33])[N:8]=[C:7]3[C:12]=2[N:13]([CH2:14][C:15]2[CH:20]=[CH:19][C:18]([C:21]([F:23])([F:22])[F:24])=[CH:17][CH:16]=2)[C:5]([N:4]([C@H:34]([C:36]2[CH:41]=[CH:40][CH:39]=[C:38]([F:42])[CH:37]=2)[CH3:35])[CH2:1][CH2:2][CH3:3])=[N:6]3)[CH3:27])[CH2:29][CH2:30][CH2:31]1, predict the reactants needed to synthesize it. The reactants are: [CH2:1]([N:4]([C@H:34]([C:36]1[CH:41]=[CH:40][CH:39]=[C:38]([F:42])[CH:37]=1)[CH3:35])[C:5]1[N:13]([CH2:14][C:15]2[CH:20]=[CH:19][C:18]([C:21]([F:24])([F:23])[F:22])=[CH:17][CH:16]=2)[C:12]2[C:7](=[N:8][C:9]([C:32]#[N:33])=[N:10][C:11]=2[NH:25][C@@H:26]([CH:28]2[CH2:31][CH2:30][CH2:29]2)[CH3:27])[N:6]=1)[CH:2]=[CH2:3].